The task is: Predict the reaction yield, written as a fraction of the theoretical maximum amount of product (1.0 means a 100% yield; for example, 0.34 means a 34% yield).. This data is from Reaction yield outcomes from USPTO patents with 853,638 reactions. The reactants are [C:1]([C:3]#[C:4][C:5]1[CH:17]=[CH:16][C:8]([C:9]([O:11]C(C)(C)C)=[O:10])=[CH:7][CH:6]=1)#[N:2].C(O)(C(F)(F)F)=O. The catalyst is CC#N. The product is [C:1]([C:3]#[C:4][C:5]1[CH:17]=[CH:16][C:8]([C:9]([OH:11])=[O:10])=[CH:7][CH:6]=1)#[N:2]. The yield is 0.530.